From a dataset of Reaction yield outcomes from USPTO patents with 853,638 reactions. Predict the reaction yield, written as a fraction of the theoretical maximum amount of product (1.0 means a 100% yield; for example, 0.34 means a 34% yield). (1) The reactants are [CH2:1]([O:3][C:4]([C:6]12[CH2:13][C:10]([NH2:14])([CH2:11][CH2:12]1)[CH2:9][CH2:8][CH2:7]2)=[O:5])[CH3:2].C(Cl)Cl.[CH3:18][C:19]1[N:24]=[C:23]([C:25](O)=[O:26])[CH:22]=[N:21][CH:20]=1.F[P-](F)(F)(F)(F)F.N1(O[P+](N(C)C)(N(C)C)N(C)C)C2C=CC=CC=2N=N1.C(N(CC)CC)C. No catalyst specified. The product is [CH2:1]([O:3][C:4]([C:6]12[CH2:13][C:10]([NH:14][C:25]([C:23]3[CH:22]=[N:21][CH:20]=[C:19]([CH3:18])[N:24]=3)=[O:26])([CH2:11][CH2:12]1)[CH2:9][CH2:8][CH2:7]2)=[O:5])[CH3:2]. The yield is 0.750. (2) The reactants are [H-].[Na+].[CH2:3]([N:10]1[CH2:15][CH2:14][CH2:13][C:12](=[O:16])[CH2:11]1)[C:4]1[CH:9]=[CH:8][CH:7]=[CH:6][CH:5]=1.[CH3:17]S(C)=O. The product is [CH2:3]([N:10]1[CH2:15][CH2:14][CH2:13][C:12]2([O:16][CH2:17]2)[CH2:11]1)[C:4]1[CH:5]=[CH:6][CH:7]=[CH:8][CH:9]=1. The yield is 0.710. The catalyst is C1COCC1. (3) The reactants are [Br:1][C:2]1[CH:14]=[CH:13][C:12]2[C:11]3[C:6](=[CH:7][C:8]([Br:15])=[CH:9][CH:10]=3)[CH2:5][C:4]=2[CH:3]=1.[CH2:16]([Li])CCC.CI.ClCCl. The catalyst is C1COCC1.O. The product is [Br:1][C:2]1[CH:14]=[CH:13][C:12]2[C:11]3[C:6](=[CH:7][C:8]([Br:15])=[CH:9][CH:10]=3)[CH:5]([CH3:16])[C:4]=2[CH:3]=1. The yield is 0.700. (4) The yield is 0.350. The reactants are [Br:1][C:2]1[CH:15]=[C:14]2[C:5]([CH2:6][C:7]3([C:13]2=O)[CH2:12][CH2:11][O:10][CH2:9][CH2:8]3)=[CH:4][CH:3]=1.[CH3:17][C:18]([S:21]([NH2:23])=[O:22])([CH3:20])[CH3:19].CO.C([O-])(O)=O.[Na+]. The product is [Br:1][C:2]1[CH:15]=[C:14]2[C:5](=[CH:4][CH:3]=1)[CH2:6][C:7]1([CH2:12][CH2:11][O:10][CH2:9][CH2:8]1)[C:13]2=[N:23][S:21]([C:18]([CH3:20])([CH3:19])[CH3:17])=[O:22]. The catalyst is CC1CCCO1.[O-]CC.[Ti+4].[O-]CC.[O-]CC.[O-]CC.CCOC(C)=O. (5) The reactants are [CH3:1][O:2][C:3]1[CH:17]=[CH:16][C:6]([CH2:7][N:8]2[CH:12]=[C:11]([N+:13]([O-])=O)[CH:10]=[N:9]2)=[CH:5][CH:4]=1.[Cl-].[NH4+].O.C(OCC)(=O)C. The catalyst is C(O)C.[Fe]. The product is [CH3:1][O:2][C:3]1[CH:4]=[CH:5][C:6]([CH2:7][N:8]2[CH:12]=[C:11]([NH2:13])[CH:10]=[N:9]2)=[CH:16][CH:17]=1. The yield is 0.940. (6) The reactants are C([N-]C(C)C)(C)C.[Li+].[Cl:9][C:10]1[CH:15]=[C:14]([Cl:16])[CH:13]=[CH:12][N:11]=1.[C:17](=[O:19])=[O:18]. The catalyst is C1COCC1. The product is [Cl:9][C:10]1[N:11]=[CH:12][CH:13]=[C:14]([Cl:16])[C:15]=1[C:17]([OH:19])=[O:18]. The yield is 0.700. (7) The reactants are [CH3:1][O:2][C:3]1[N:8]=[CH:7][C:6](B(O)O)=[CH:5][N:4]=1.FC(F)(F)S(O[C:18]1[CH:27]=[CH:26][CH:25]=[C:24]2[C:19]=1[CH2:20][C@H:21]([N:28]([CH2:36][C:37]1[CH:42]=[CH:41][CH:40]=[CH:39][CH:38]=1)[CH2:29][C:30]1[CH:35]=[CH:34][CH:33]=[CH:32][CH:31]=1)[CH2:22][O:23]2)(=O)=O. No catalyst specified. The product is [CH2:36]([N:28]([CH2:29][C:30]1[CH:35]=[CH:34][CH:33]=[CH:32][CH:31]=1)[C@H:21]1[CH2:20][C:19]2[C:24](=[CH:25][CH:26]=[CH:27][C:18]=2[C:6]2[CH:5]=[N:4][C:3]([O:2][CH3:1])=[N:8][CH:7]=2)[O:23][CH2:22]1)[C:37]1[CH:38]=[CH:39][CH:40]=[CH:41][CH:42]=1. The yield is 0.930. (8) The reactants are [CH3:1][O:2][C@@H:3]1[CH2:8][CH2:7][C@H:6]([NH:9][C:10](=[O:19])[O:11][CH2:12][C:13]2[CH:18]=[CH:17][CH:16]=[CH:15][CH:14]=2)[C@H:5]([CH2:20][O:21]C(C2C=CC=CC=2)(C2C=CC=CC=2)C2C=CC=CC=2)[CH2:4]1. The catalyst is C(O)(=O)C.CC#N. The product is [OH:21][CH2:20][C@@H:5]1[CH2:4][C@H:3]([O:2][CH3:1])[CH2:8][CH2:7][C@@H:6]1[NH:9][C:10](=[O:19])[O:11][CH2:12][C:13]1[CH:14]=[CH:15][CH:16]=[CH:17][CH:18]=1. The yield is 0.830. (9) The reactants are C(O[C:6](=[O:23])[CH2:7][CH:8]([NH:16][C:17]([O:19][CH2:20][CH:21]=[CH2:22])=[O:18])[CH:9]([O:13]CC)[O:10][CH2:11][CH3:12])(C)(C)C.FC(F)(F)C(O)=O. The catalyst is C(Cl)Cl. The product is [CH2:20]([O:19][C:17](=[O:18])[NH:16][CH:8]1[CH2:7][C:6](=[O:23])[O:13][CH:9]1[O:10][CH2:11][CH3:12])[CH:21]=[CH2:22]. The yield is 0.850. (10) The reactants are [CH3:1][O:2][C:3](=[O:13])[C:4]1[C:9]([CH3:10])=[CH:8][C:7]([F:11])=[CH:6][C:5]=1I.[CH3:14][N:15](C=O)C. The catalyst is C(OCC)(=O)C.C1C=CC(P(C2C=CC=CC=2)[C-]2C=CC=C2)=CC=1.C1C=CC(P(C2C=CC=CC=2)[C-]2C=CC=C2)=CC=1.Cl[Pd]Cl.[Fe+2].[Zn].[C-]#N.[Zn+2].[C-]#N. The product is [CH3:1][O:2][C:3](=[O:13])[C:4]1[C:9]([CH3:10])=[CH:8][C:7]([F:11])=[CH:6][C:5]=1[C:14]#[N:15]. The yield is 0.910.